This data is from Forward reaction prediction with 1.9M reactions from USPTO patents (1976-2016). The task is: Predict the product of the given reaction. (1) Given the reactants [CH2:1]([N:8]1[C:13](=[O:14])[C:12]([CH3:15])=[C:11]2[S:16][CH:17]=[CH:18][N:10]2[C:9]1=[O:19])[C:2]1[CH:7]=[CH:6][CH:5]=[CH:4][CH:3]=1.C[Si](C)(C)N[Si](C)(C)C.[Li].[Cl:30][C:31]1[CH:40]=[C:39]([Cl:41])[CH:38]=[CH:37][C:32]=1[CH2:33][N:34]=[C:35]=[O:36].[Cl-].[NH4+], predict the reaction product. The product is: [Cl:30][C:31]1[CH:40]=[C:39]([Cl:41])[CH:38]=[CH:37][C:32]=1[CH2:33][NH:34][C:35]([C:17]1[S:16][C:11]2[N:10]([C:9](=[O:19])[N:8]([CH2:1][C:2]3[CH:3]=[CH:4][CH:5]=[CH:6][CH:7]=3)[C:13](=[O:14])[C:12]=2[CH3:15])[CH:18]=1)=[O:36]. (2) Given the reactants [CH3:1][C:2]1[S:3][CH:4]=[CH:5][CH:6]=1.[Cl:7][S:8](O)(=[O:10])=[O:9], predict the reaction product. The product is: [CH3:1][C:2]1[S:3][C:4]([S:8]([Cl:7])(=[O:10])=[O:9])=[CH:5][CH:6]=1.